Dataset: Catalyst prediction with 721,799 reactions and 888 catalyst types from USPTO. Task: Predict which catalyst facilitates the given reaction. The catalyst class is: 187. Reactant: Br[C:2]1[CH:11]=[N:10][CH:9]=[CH:8][C:3]=1[C:4]([O:6][CH3:7])=[O:5].[CH:12]1([CH:17]2[CH2:22]C(=O)[CH2:20][CH2:19][O:18]2)[CH2:16][CH2:15][CH2:14][CH2:13]1.CC1(C)C2C(=C(P(C3C=CC=CC=3)C3C=CC=CC=3)C=CC=2)OC2C(P(C3C=CC=CC=3)C3C=CC=CC=3)=CC=CC1=2.C([O-])([O-])=O.[Cs+].[Cs+]. Product: [CH:12]1([CH:17]2[CH2:22][C:7]3[O:6][C:4](=[O:5])[C:3]4[CH:8]=[CH:9][N:10]=[CH:11][C:2]=4[C:20]=3[CH2:19][O:18]2)[CH2:16][CH2:15][CH2:14][CH2:13]1.